This data is from Full USPTO retrosynthesis dataset with 1.9M reactions from patents (1976-2016). The task is: Predict the reactants needed to synthesize the given product. (1) Given the product [F:1][C:2]1[CH:7]=[C:6]([F:8])[CH:5]=[CH:4][C:3]=1[C:9]1[CH:14]=[CH:13][CH:12]=[C:11]([N:15]2[CH2:20][CH2:19][C:18]([CH2:27][C:28]([OH:33])=[O:29])([C:21]3[CH:26]=[CH:25][CH:24]=[CH:23][CH:22]=3)[O:17][C:16]2=[O:30])[CH:10]=1, predict the reactants needed to synthesize it. The reactants are: [F:1][C:2]1[CH:7]=[C:6]([F:8])[CH:5]=[CH:4][C:3]=1[C:9]1[CH:14]=[CH:13][CH:12]=[C:11]([N:15]2[CH2:20][CH2:19][C:18]([CH2:27][CH2:28][OH:29])([C:21]3[CH:26]=[CH:25][CH:24]=[CH:23][CH:22]=3)[O:17][C:16]2=[O:30])[CH:10]=1.CC(C)=[O:33].OS(O)(=O)=O.O=[Cr](=O)=O.C([O-])([O-])=O.[K+].[K+]. (2) Given the product [O:1]1[CH:5]=[CH:4][C:3]([CH2:6][O:7][C:8]2[CH:9]=[CH:10][C:11]3[C:12]4[N:20]([CH2:21][CH:22]([CH3:23])[CH3:24])[C:19]([CH3:25])=[N:18][C:13]=4[C:14]([NH2:38])=[N:15][C:16]=3[CH:17]=2)=[CH:2]1, predict the reactants needed to synthesize it. The reactants are: [O:1]1[CH:5]=[CH:4][C:3]([CH2:6][O:7][C:8]2[CH:9]=[CH:10][C:11]3[C:12]4[N:20]([CH2:21][CH:22]([CH3:24])[CH3:23])[C:19]([CH3:25])=[N:18][C:13]=4[CH:14]=[N:15][C:16]=3[CH:17]=2)=[CH:2]1.ClC1C=C(C=CC=1)C(OO)=O.[OH-].[NH4+:38].C1(C)C=CC(S(Cl)(=O)=O)=CC=1.